From a dataset of Reaction yield outcomes from USPTO patents with 853,638 reactions. Predict the reaction yield, written as a fraction of the theoretical maximum amount of product (1.0 means a 100% yield; for example, 0.34 means a 34% yield). (1) The reactants are [OH:1][C:2]1[CH:11]=[CH:10][CH:9]=[CH:8][C:3]=1[C:4]([O:6][CH3:7])=[O:5].Br[CH2:13][C:14]#[CH:15].C([O-])([O-])=O.[K+].[K+]. The catalyst is CN(C=O)C. The product is [CH2:15]([O:1][C:2]1[CH:11]=[CH:10][CH:9]=[CH:8][C:3]=1[C:4]([O:6][CH3:7])=[O:5])[C:14]#[CH:13]. The yield is 0.900. (2) The reactants are [OH:1][CH:2]1[C:11]2[N:10]=[CH:9][CH:8]=[CH:7][C:6]=2[CH2:5][CH2:4][CH2:3]1. The catalyst is C(Cl)Cl.O=[Mn]=O. The product is [N:10]1[C:11]2[C:2](=[O:1])[CH2:3][CH2:4][CH2:5][C:6]=2[CH:7]=[CH:8][CH:9]=1. The yield is 0.820. (3) The reactants are [CH3:1][N:2]([CH3:7])[S:3](Cl)(=[O:5])=[O:4].[NH2:8][C@@H:9]([CH2:14][C:15]1[CH:20]=[CH:19][C:18]([NH:21][C:22](=[O:31])[C:23]2[C:28]([Cl:29])=[CH:27][CH:26]=[CH:25][C:24]=2[Cl:30])=[CH:17][CH:16]=1)[C:10]([O:12][CH3:13])=[O:11]. The catalyst is N1C=CC=CC=1. The product is [Cl:29][C:28]1[CH:27]=[CH:26][CH:25]=[C:24]([Cl:30])[C:23]=1[C:22]([NH:21][C:18]1[CH:19]=[CH:20][C:15]([CH2:14][C@H:9]([NH:8][S:3]([N:2]([CH3:7])[CH3:1])(=[O:5])=[O:4])[C:10]([O:12][CH3:13])=[O:11])=[CH:16][CH:17]=1)=[O:31]. The yield is 0.280. (4) The reactants are [O:1]([C:8]1[CH:14]=[CH:13][CH:12]=[CH:11][C:9]=1[NH2:10])[C:2]1[CH:7]=[CH:6][CH:5]=[CH:4][CH:3]=1.C(N(CC)CC)C.[C:22](Cl)(=[O:24])[CH3:23]. The catalyst is ClCCl. The product is [O:1]([C:8]1[CH:14]=[CH:13][CH:12]=[CH:11][C:9]=1[NH:10][C:22](=[O:24])[CH3:23])[C:2]1[CH:3]=[CH:4][CH:5]=[CH:6][CH:7]=1. The yield is 0.980. (5) The reactants are [CH3:1][O:2][C:3](=[O:14])[C:4]1[CH:9]=[CH:8][C:7](Br)=[CH:6][C:5]=1[N+]([O-])=O.C([Sn](CCCC)(CCCC)[CH:20]=[CH:21][O:22][CH2:23][CH3:24])CCC.O.CCOC(C)=O. The catalyst is O1CCOCC1. The product is [CH3:1][O:2][C:3](=[O:14])[C:4]1[CH:9]=[CH:8][C:7]([C:21]([O:22][CH2:23][CH3:24])=[CH2:20])=[CH:6][CH:5]=1. The yield is 0.790. (6) The reactants are [N+:1]([C:4]1[CH:12]=[CH:11][CH:10]=[CH:9][C:5]=1[C:6]([OH:8])=O)([O-:3])=[O:2].C(Cl)(=O)C(Cl)=O.[NH2:19][C:20]1[CH:30]=[CH:29][CH:28]=[CH:27][C:21]=1[C:22]([O:24][CH2:25][CH3:26])=[O:23].N1C=CC=CC=1. The catalyst is ClCCCl.C(Cl)Cl.CN(C=O)C. The product is [N+:1]([C:4]1[CH:12]=[CH:11][CH:10]=[CH:9][C:5]=1[C:6]([NH:19][C:20]1[CH:30]=[CH:29][CH:28]=[CH:27][C:21]=1[C:22]([O:24][CH2:25][CH3:26])=[O:23])=[O:8])([O-:3])=[O:2]. The yield is 1.00.